From a dataset of Forward reaction prediction with 1.9M reactions from USPTO patents (1976-2016). Predict the product of the given reaction. Given the reactants FC(F)(F)C(O)=O.C(OC(=O)[NH:14][C:15]1[CH:16]=[N:17][CH:18]=[C:19]([C:21]#[C:22][C:23]2[CH:28]=[CH:27][CH:26]=[C:25]([C:29]#[N:30])[CH:24]=2)[CH:20]=1)(C)(C)C.C(=O)([O-])[O-].[K+].[K+].O, predict the reaction product. The product is: [NH2:14][C:15]1[CH:20]=[C:19]([C:21]#[C:22][C:23]2[CH:24]=[C:25]([CH:26]=[CH:27][CH:28]=2)[C:29]#[N:30])[CH:18]=[N:17][CH:16]=1.